From a dataset of Reaction yield outcomes from USPTO patents with 853,638 reactions. Predict the reaction yield, written as a fraction of the theoretical maximum amount of product (1.0 means a 100% yield; for example, 0.34 means a 34% yield). (1) The reactants are [F:1][C:2]1[CH:3]=[CH:4][C:5]([CH3:32])=[C:6]([CH:31]=1)[O:7][CH2:8][C:9]1[C:18]([C:19]2[CH:24]=[CH:23][C:22]([OH:25])=[CH:21][C:20]=2[O:26][CH3:27])=[CH:17][CH:16]=[C:15]2[C:10]=1[C:11]([CH3:30])=[CH:12][C:13]([CH3:29])([CH3:28])[NH:14]2.C(N(CC)CC)C.[C:40]1([N:46]=[C:47]=[O:48])[CH:45]=[CH:44][CH:43]=[CH:42][CH:41]=1. The catalyst is O1CCCC1. The product is [F:1][C:2]1[CH:3]=[CH:4][C:5]([CH3:32])=[C:6]([CH:31]=1)[O:7][CH2:8][C:9]1[C:18]([C:19]2[CH:24]=[CH:23][C:22]([O:25][C:47]([NH:46][C:40]3[CH:45]=[CH:44][CH:43]=[CH:42][CH:41]=3)=[O:48])=[CH:21][C:20]=2[O:26][CH3:27])=[CH:17][CH:16]=[C:15]2[C:10]=1[C:11]([CH3:30])=[CH:12][C:13]([CH3:28])([CH3:29])[NH:14]2. The yield is 0.860. (2) The reactants are C([O-])([O-])=O.[K+].[K+].[CH3:7][O:8][C:9]1[CH:14]=[C:13]([CH2:15][CH3:16])[CH:12]=[CH:11][C:10]=1[OH:17].F[C:19]1[CH:24]=[CH:23][C:22]([N+:25]([O-:27])=[O:26])=[CH:21][C:20]=1[C:28]([F:31])([F:30])[F:29]. The catalyst is C(#N)C. The product is [CH2:15]([C:13]1[CH:12]=[CH:11][C:10]([O:17][C:19]2[CH:24]=[CH:23][C:22]([N+:25]([O-:27])=[O:26])=[CH:21][C:20]=2[C:28]([F:29])([F:30])[F:31])=[C:9]([O:8][CH3:7])[CH:14]=1)[CH3:16]. The yield is 0.950. (3) The reactants are Br[C:2]1[C:10]2[C:5](=[CH:6][CH:7]=[C:8]([C:11]#[N:12])[CH:9]=2)[N:4]([CH:13]2[CH2:18][CH2:17][CH2:16][CH2:15][O:14]2)[N:3]=1.[O:19]1[C:23]2[CH:24]=[CH:25][CH:26]=[CH:27][C:22]=2[CH:21]=[C:20]1B(O)O.P([O-])([O-])([O-])=O.[K+].[K+].[K+]. The catalyst is COCCOC.C1C=CC(P(C2C=CC=CC=2)[C-]2C=CC=C2)=CC=1.C1C=CC(P(C2C=CC=CC=2)[C-]2C=CC=C2)=CC=1.Cl[Pd]Cl.[Fe+2].C(Cl)Cl. The product is [O:19]1[C:23]2[CH:24]=[CH:25][CH:26]=[CH:27][C:22]=2[CH:21]=[C:20]1[C:2]1[C:10]2[C:5](=[CH:6][CH:7]=[C:8]([C:11]#[N:12])[CH:9]=2)[N:4]([CH:13]2[CH2:18][CH2:17][CH2:16][CH2:15][O:14]2)[N:3]=1. The yield is 0.150. (4) The reactants are [CH2:1]([N:8]([CH2:37][C:38]1[CH:43]=[CH:42][CH:41]=[CH:40][CH:39]=1)[CH:9]1[CH2:13][CH:12]([C:14]2[N:18]3[C:19]4[CH:25]=[CH:24][N:23](S(C5C=CC(C)=CC=5)(=O)=O)[C:20]=4[N:21]=[CH:22][C:17]3=[N:16][CH:15]=2)[CH:11]([CH3:36])[CH2:10]1)[C:2]1[CH:7]=[CH:6][CH:5]=[CH:4][CH:3]=1.[OH-].[Na+]. The catalyst is O1CCOCC1. The product is [CH2:37]([N:8]([CH2:1][C:2]1[CH:7]=[CH:6][CH:5]=[CH:4][CH:3]=1)[CH:9]1[CH2:10][CH:11]([CH3:36])[CH:12]([C:14]2[N:18]3[C:19]4[CH:25]=[CH:24][NH:23][C:20]=4[N:21]=[CH:22][C:17]3=[N:16][CH:15]=2)[CH2:13]1)[C:38]1[CH:43]=[CH:42][CH:41]=[CH:40][CH:39]=1. The yield is 0.560. (5) The reactants are [NH2:1][C:2]1[C:7]2=[C:8]([C:15]3[CH:16]=[CH:17][C:18]4[C:22]([CH:23]=3)=[N:21][N:20]([CH2:24][C:25]3[CH:30]=[CH:29][CH:28]=[CH:27][CH:26]=3)[CH:19]=4)[CH:9]=[C:10]([CH2:11][CH2:12][CH2:13]O)[N:6]2[N:5]=[CH:4][N:3]=1.C(Br)(Br)(Br)[Br:32].C1(P(C2C=CC=CC=2)C2C=CC=CC=2)C=CC=CC=1.CCOC(C)=O. The catalyst is C1COCC1. The product is [CH2:24]([N:20]1[CH:19]=[C:18]2[C:22]([CH:23]=[C:15]([C:8]3[CH:9]=[C:10]([CH2:11][CH2:12][CH2:13][Br:32])[N:6]4[C:7]=3[C:2]([NH2:1])=[N:3][CH:4]=[N:5]4)[CH:16]=[CH:17]2)=[N:21]1)[C:25]1[CH:30]=[CH:29][CH:28]=[CH:27][CH:26]=1. The yield is 0.624. (6) The reactants are C[O:2][C:3]1[CH:4]=[C:5]([CH:14]=[CH:15][C:16]2[CH:21]=[CH:20][CH:19]=[CH:18][C:17]=2[F:22])[CH:6]=[C:7]([O:12]C)[C:8]=1[CH:9]([CH3:11])[CH3:10].Cl.N1C=CC=CC=1.CCOCC. The catalyst is C(OCC)(=O)C. The product is [F:22][C:17]1[CH:18]=[CH:19][CH:20]=[CH:21][C:16]=1[CH:15]=[CH:14][C:5]1[CH:6]=[C:7]([OH:12])[C:8]([CH:9]([CH3:10])[CH3:11])=[C:3]([OH:2])[CH:4]=1. The yield is 0.950.